Dataset: Full USPTO retrosynthesis dataset with 1.9M reactions from patents (1976-2016). Task: Predict the reactants needed to synthesize the given product. (1) Given the product [Br:1][C:2]1[C:3]([O:16][CH3:17])=[C:4]2[C:9](=[CH:10][CH:11]=1)[CH:8]([C:12]([OH:14])=[O:13])[O:7][CH2:6][CH2:5]2, predict the reactants needed to synthesize it. The reactants are: [Br:1][C:2]1[C:3]([O:16][CH3:17])=[C:4]2[C:9](=[CH:10][CH:11]=1)[CH:8]([C:12]([O:14]C)=[O:13])[O:7][CH2:6][CH2:5]2.O[Li].O. (2) Given the product [C:12]([C:4]1[CH:3]=[C:2]([B:21]([OH:24])[OH:22])[CH:7]=[C:6]([C:8]([CH3:11])([CH3:10])[CH3:9])[CH:5]=1)([CH3:15])([CH3:14])[CH3:13], predict the reactants needed to synthesize it. The reactants are: Br[C:2]1[CH:7]=[C:6]([C:8]([CH3:11])([CH3:10])[CH3:9])[CH:5]=[C:4]([C:12]([CH3:15])([CH3:14])[CH3:13])[CH:3]=1.[Li]CCCC.[B:21](OC)([O:24]C)[O:22]C.Cl. (3) The reactants are: [Br:1][C:2]1[CH:7]=[CH:6][C:5]([C:8](=[N:22][O:23][CH2:24][CH3:25])[CH:9]2[CH2:14][CH2:13][N:12]([C:15]3([CH3:21])[CH2:20][CH2:19][NH:18][CH2:17][CH2:16]3)[CH2:11][CH2:10]2)=[CH:4][CH:3]=1.[Cl:26][C:27]1[CH:36]=[C:35]2[C:30]([C:31]([C:37](O)=[O:38])=[CH:32][CH:33]=[N:34]2)=[CH:29][C:28]=1[CH3:40].CCN(CC)CC.CN(C(ON1N=NC2C=CC=NC1=2)=[N+](C)C)C.F[P-](F)(F)(F)(F)F. Given the product [Br:1][C:2]1[CH:7]=[CH:6][C:5](/[C:8](=[N:22]/[O:23][CH2:24][CH3:25])/[CH:9]2[CH2:10][CH2:11][N:12]([C:15]3([CH3:21])[CH2:20][CH2:19][N:18]([C:37]([C:31]4[C:30]5[C:35](=[CH:36][C:27]([Cl:26])=[C:28]([CH3:40])[CH:29]=5)[N:34]=[CH:33][CH:32]=4)=[O:38])[CH2:17][CH2:16]3)[CH2:13][CH2:14]2)=[CH:4][CH:3]=1, predict the reactants needed to synthesize it. (4) The reactants are: [CH2:1]([O:3][C:4](=[O:34])[C:5]([O:23][C:24]1[CH:29]=[CH:28][CH:27]=[C:26]([C:30]([F:33])([F:32])[F:31])[CH:25]=1)([CH3:22])[CH:6]([C:8]1[CH:13]=[CH:12][C:11]([O:14][CH2:15][C:16]2[CH:21]=[CH:20][CH:19]=[CH:18][CH:17]=2)=[CH:10][CH:9]=1)[OH:7])[CH3:2].N1C=CC=CC=1.[F:41][C:42]([F:53])([F:52])[C:43](O[C:43](=[O:44])[C:42]([F:53])([F:52])[F:41])=[O:44].Cl. Given the product [CH2:1]([O:3][C:4](=[O:34])[C:5]([CH3:22])([O:23][C:24]1[CH:29]=[CH:28][CH:27]=[C:26]([C:30]([F:32])([F:33])[F:31])[CH:25]=1)[CH:6]([C:8]1[CH:13]=[CH:12][C:11]([O:14][CH2:15][C:16]2[CH:21]=[CH:20][CH:19]=[CH:18][CH:17]=2)=[CH:10][CH:9]=1)[O:7][C:43](=[O:44])[C:42]([F:53])([F:52])[F:41])[CH3:2], predict the reactants needed to synthesize it. (5) Given the product [C:11]1([CH3:23])[CH:16]=[C:15]([CH3:17])[CH:14]=[C:13]([CH3:18])[C:12]=1[N:6]1[CH:2]=[C:3]([N+:8]([O-:10])=[O:9])[N:4]=[C:5]1[CH3:7], predict the reactants needed to synthesize it. The reactants are: Br[C:2]1[NH:6][C:5]([CH3:7])=[N:4][C:3]=1[N+:8]([O-:10])=[O:9].[C:11]1([CH3:23])[CH:16]=[C:15]([CH3:17])[CH:14]=[C:13]([CH3:18])[C:12]=1OB(O)O.O.O.O.O.O.O.O.O.[OH-].[Ba+2].[OH-]. (6) Given the product [C:2]([NH:1][C:2]1[O:6][N:5]=[C:4]([CH3:7])[C:3]=1[C:8]([NH2:10])=[O:9])(=[O:6])[CH2:3][CH2:4][CH3:7], predict the reactants needed to synthesize it. The reactants are: [NH2:1][C:2]1[O:6][N:5]=[C:4]([CH3:7])[C:3]=1[C:8]([NH2:10])=[O:9].